Predict which catalyst facilitates the given reaction. From a dataset of Catalyst prediction with 721,799 reactions and 888 catalyst types from USPTO. Reactant: C[O:2][CH:3](OC)[CH2:4][C:5]([CH3:20])([C:14]1[CH:19]=[CH:18][CH:17]=[CH:16][CH:15]=1)[C:6]([CH:8]1[CH2:13][CH2:12][CH2:11][CH2:10][CH2:9]1)=[O:7].Cl. Product: [CH:8]1([C:6](=[O:7])[C:5]([CH3:20])([C:14]2[CH:15]=[CH:16][CH:17]=[CH:18][CH:19]=2)[CH2:4][CH:3]=[O:2])[CH2:13][CH2:12][CH2:11][CH2:10][CH2:9]1. The catalyst class is: 21.